The task is: Regression. Given two drug SMILES strings and cell line genomic features, predict the synergy score measuring deviation from expected non-interaction effect.. This data is from NCI-60 drug combinations with 297,098 pairs across 59 cell lines. (1) Drug 1: C1CCN(CC1)CCOC2=CC=C(C=C2)C(=O)C3=C(SC4=C3C=CC(=C4)O)C5=CC=C(C=C5)O. Drug 2: B(C(CC(C)C)NC(=O)C(CC1=CC=CC=C1)NC(=O)C2=NC=CN=C2)(O)O. Cell line: SF-539. Synergy scores: CSS=-5.07, Synergy_ZIP=1.74, Synergy_Bliss=-2.01, Synergy_Loewe=-4.55, Synergy_HSA=-6.15. (2) Drug 1: C1CC(=O)NC(=O)C1N2CC3=C(C2=O)C=CC=C3N. Drug 2: C1CCC(C(C1)N)N.C(=O)(C(=O)[O-])[O-].[Pt+4]. Cell line: MOLT-4. Synergy scores: CSS=14.4, Synergy_ZIP=-0.628, Synergy_Bliss=-8.93, Synergy_Loewe=-56.7, Synergy_HSA=-11.9. (3) Synergy scores: CSS=40.4, Synergy_ZIP=-7.76, Synergy_Bliss=2.44, Synergy_Loewe=-13.5, Synergy_HSA=3.03. Cell line: M14. Drug 1: CC1OCC2C(O1)C(C(C(O2)OC3C4COC(=O)C4C(C5=CC6=C(C=C35)OCO6)C7=CC(=C(C(=C7)OC)O)OC)O)O. Drug 2: CCC1(C2=C(COC1=O)C(=O)N3CC4=CC5=C(C=CC(=C5CN(C)C)O)N=C4C3=C2)O.Cl. (4) Drug 1: CC1CCCC2(C(O2)CC(NC(=O)CC(C(C(=O)C(C1O)C)(C)C)O)C(=CC3=CSC(=N3)C)C)C. Drug 2: CC1C(C(CC(O1)OC2CC(CC3=C2C(=C4C(=C3O)C(=O)C5=C(C4=O)C(=CC=C5)OC)O)(C(=O)CO)O)N)O.Cl. Cell line: HCC-2998. Synergy scores: CSS=47.6, Synergy_ZIP=4.16, Synergy_Bliss=6.28, Synergy_Loewe=4.54, Synergy_HSA=4.52. (5) Drug 1: CNC(=O)C1=NC=CC(=C1)OC2=CC=C(C=C2)NC(=O)NC3=CC(=C(C=C3)Cl)C(F)(F)F. Drug 2: COC1=C2C(=CC3=C1OC=C3)C=CC(=O)O2. Cell line: NCIH23. Synergy scores: CSS=6.66, Synergy_ZIP=-4.50, Synergy_Bliss=-4.33, Synergy_Loewe=4.86, Synergy_HSA=-1.57. (6) Drug 1: C1CCC(C1)C(CC#N)N2C=C(C=N2)C3=C4C=CNC4=NC=N3. Drug 2: CC1=C(C=C(C=C1)NC2=NC=CC(=N2)N(C)C3=CC4=NN(C(=C4C=C3)C)C)S(=O)(=O)N.Cl. Synergy scores: CSS=1.54, Synergy_ZIP=9.20, Synergy_Bliss=16.0, Synergy_Loewe=8.84, Synergy_HSA=9.74. Cell line: SK-MEL-2. (7) Drug 1: C1CCC(CC1)NC(=O)N(CCCl)N=O. Drug 2: C1=CN(C(=O)N=C1N)C2C(C(C(O2)CO)O)O.Cl. Cell line: K-562. Synergy scores: CSS=45.3, Synergy_ZIP=-2.63, Synergy_Bliss=-3.45, Synergy_Loewe=-3.23, Synergy_HSA=1.18.